This data is from Forward reaction prediction with 1.9M reactions from USPTO patents (1976-2016). The task is: Predict the product of the given reaction. The product is: [CH3:18][O:19][CH2:20][CH2:21][NH:22][CH2:11][CH2:10][CH2:9][S:6]([CH2:5][CH2:4][CH2:3][C:2]([F:17])([F:1])[C:13]([F:16])([F:15])[F:14])(=[O:8])=[O:7]. Given the reactants [F:1][C:2]([F:17])([C:13]([F:16])([F:15])[F:14])[CH2:3][CH2:4][CH2:5][S:6]([CH2:9][CH2:10][CH2:11]Cl)(=[O:8])=[O:7].[CH3:18][O:19][CH2:20][CH2:21][NH2:22], predict the reaction product.